From a dataset of Forward reaction prediction with 1.9M reactions from USPTO patents (1976-2016). Predict the product of the given reaction. (1) Given the reactants ClCCl.[OH:4][C:5]1[CH:10]=[CH:9][C:8]([C:11]2[C:20]3[C:15](=[CH:16][C:17]([O:21]C)=[CH:18][CH:19]=3)[CH2:14][CH2:13][C:12]=2[C:23]2[CH:28]=[CH:27][CH:26]=[CH:25][CH:24]=2)=[CH:7][CH:6]=1.B(Br)(Br)Br.C([O-])(O)=O.[Na+], predict the reaction product. The product is: [OH:4][C:5]1[CH:10]=[CH:9][C:8]([C:11]2[C:20]3[C:15](=[CH:16][C:17]([OH:21])=[CH:18][CH:19]=3)[CH2:14][CH2:13][C:12]=2[C:23]2[CH:24]=[CH:25][CH:26]=[CH:27][CH:28]=2)=[CH:7][CH:6]=1. (2) Given the reactants [I:1][CH:2]1[CH2:10][CH:9]2[CH2:11][C:5]3([NH:13]C(=O)OC(C)(C)C)[CH2:6][CH:7]([CH2:12][CH:3]1[CH2:4]3)[CH2:8]2.[ClH:21], predict the reaction product. The product is: [ClH:21].[I:1][CH:2]1[CH2:10][CH:9]2[CH2:11][C:5]3([NH2:13])[CH2:6][CH:7]([CH2:12][CH:3]1[CH2:4]3)[CH2:8]2.[ClH:21]. (3) Given the reactants [C:1]1([CH:7]([C:29]2[CH:34]=[CH:33][CH:32]=[CH:31][CH:30]=2)[N:8]2[CH2:13][CH2:12][CH:11]([CH2:14][CH2:15][CH2:16][CH2:17][N:18]3C(=O)C4C(=CC=CC=4)C3=O)[CH2:10][CH2:9]2)[CH:6]=[CH:5][CH:4]=[CH:3][CH:2]=1.O.NN, predict the reaction product. The product is: [C:1]1([CH:7]([C:29]2[CH:34]=[CH:33][CH:32]=[CH:31][CH:30]=2)[N:8]2[CH2:13][CH2:12][CH:11]([CH2:14][CH2:15][CH2:16][CH2:17][NH2:18])[CH2:10][CH2:9]2)[CH:2]=[CH:3][CH:4]=[CH:5][CH:6]=1. (4) Given the reactants [CH3:1][C:2]1[C:10]2[C:5](=[CH:6][CH:7]=[C:8]([C:11]#[N:12])[CH:9]=2)[NH:4][C:3]=1[C:13]1[CH:14]=[N:15][CH:16]=[CH:17][CH:18]=1.Br[CH2:20][C:21]([O:23][C:24]([CH3:27])([CH3:26])[CH3:25])=[O:22], predict the reaction product. The product is: [C:24]([O:23][C:21](=[O:22])[CH2:20][N:4]1[C:5]2[C:10](=[CH:9][C:8]([C:11]#[N:12])=[CH:7][CH:6]=2)[C:2]([CH3:1])=[C:3]1[C:13]1[CH:14]=[N:15][CH:16]=[CH:17][CH:18]=1)([CH3:27])([CH3:26])[CH3:25]. (5) Given the reactants Br[C:2]1[CH:3]=[C:4]2[C:9](=[CH:10][CH:11]=1)[N:8]=[CH:7][CH:6]=[CH:5]2.CC([O-])=O.[K+].[CH3:17][C:18]1([CH3:34])[C:22]([CH3:24])([CH3:23])[O:21][B:20]([B:20]2[O:21][C:22]([CH3:24])([CH3:23])[C:18]([CH3:34])([CH3:17])[O:19]2)[O:19]1, predict the reaction product. The product is: [CH3:17][C:18]1([CH3:34])[C:22]([CH3:24])([CH3:23])[O:21][B:20]([C:2]2[CH:3]=[C:4]3[C:9](=[CH:10][CH:11]=2)[N:8]=[CH:7][CH:6]=[CH:5]3)[O:19]1.